This data is from Full USPTO retrosynthesis dataset with 1.9M reactions from patents (1976-2016). The task is: Predict the reactants needed to synthesize the given product. (1) Given the product [CH3:27][C:26]1[CH:25]=[C:24]([CH3:28])[CH:23]=[C:22]([CH3:29])[C:21]=1[S:18]([NH:17][C@@H:15]([CH3:16])[CH2:14][NH:41][C:34]1[CH:33]=[CH:32][C:31]([CH3:30])=[C:40]2[C:35]=1[CH:36]=[CH:37][CH:38]=[N:39]2)(=[O:19])=[O:20], predict the reactants needed to synthesize it. The reactants are: CC1C=C(C)C=C(C)C=1S(O[CH2:14][C@@H:15]([NH:17][S:18]([C:21]1[C:26]([CH3:27])=[CH:25][C:24]([CH3:28])=[CH:23][C:22]=1[CH3:29])(=[O:20])=[O:19])[CH3:16])(=O)=O.[CH3:30][C:31]1[C:40]2[N:39]=[CH:38][CH:37]=[CH:36][C:35]=2[C:34]([NH2:41])=[CH:33][CH:32]=1. (2) Given the product [F:8][C:6]1[CH:5]=[C:4]([C:9]2[CH:10]=[CH:11][C:12]([NH:15][C:27](=[O:28])[CH2:26][CH:23]3[CH2:24][CH2:25][N:20]4[C:19](=[O:30])[O:18][C:17]([CH3:16])([CH3:31])[CH:21]4[CH2:22]3)=[N:13][CH:14]=2)[CH:3]=[C:2]([F:1])[CH:7]=1, predict the reactants needed to synthesize it. The reactants are: [F:1][C:2]1[CH:3]=[C:4]([C:9]2[CH:10]=[CH:11][C:12]([NH2:15])=[N:13][CH:14]=2)[CH:5]=[C:6]([F:8])[CH:7]=1.[CH3:16][C:17]1([CH3:31])[CH:21]2[CH2:22][CH:23]([CH2:26][C:27](O)=[O:28])[CH2:24][CH2:25][N:20]2[C:19](=[O:30])[O:18]1. (3) Given the product [F:1][C:2]([C:6]1[C:7]([C:17]2[O:18][N:23]=[C:22]([C:24]3[CH:25]=[CH:26][C:27]([CH2:28][N:29]4[CH2:30][CH:31]([C:33]([O:35][C:36]([CH3:37])([CH3:39])[CH3:38])=[O:34])[CH2:32]4)=[CH:40][CH:41]=3)[N:21]=2)=[N:8][O:9][C:10]=1[C:11]1[CH:16]=[CH:15][CH:14]=[CH:13][CH:12]=1)([F:5])[CH2:3][CH3:4], predict the reactants needed to synthesize it. The reactants are: [F:1][C:2]([C:6]1[C:7]([C:17](F)=[O:18])=[N:8][O:9][C:10]=1[C:11]1[CH:16]=[CH:15][CH:14]=[CH:13][CH:12]=1)([F:5])[CH2:3][CH3:4].O/[N:21]=[C:22](/[C:24]1[CH:41]=[CH:40][C:27]([CH2:28][N:29]2[CH2:32][CH:31]([C:33]([O:35][C:36]([CH3:39])([CH3:38])[CH3:37])=[O:34])[CH2:30]2)=[CH:26][CH:25]=1)\[NH2:23].CCN(C(C)C)C(C)C.[F-].C([N+](CCCC)(CCCC)CCCC)CCC.O1CCCC1. (4) Given the product [F:14][C:15]1[CH:20]=[CH:19][N:18]=[CH:17][C:16]=1[C:2]1[CH:10]=[C:9]2[C:5]([C:6]([CH3:13])([CH3:12])[C:7](=[O:11])[NH:8]2)=[CH:4][CH:3]=1, predict the reactants needed to synthesize it. The reactants are: Br[C:2]1[CH:10]=[C:9]2[C:5]([C:6]([CH3:13])([CH3:12])[C:7](=[O:11])[NH:8]2)=[CH:4][CH:3]=1.[F:14][C:15]1[CH:20]=[CH:19][N:18]=[CH:17][C:16]=1B1OC(C)(C)C(C)(C)O1.